This data is from Forward reaction prediction with 1.9M reactions from USPTO patents (1976-2016). The task is: Predict the product of the given reaction. Given the reactants [N:1]1[CH:6]=[CH:5][CH:4]=[C:3]([C:7]2[CH:15]=[C:14]3[C:10]([CH2:11][C:12](=[O:16])[NH:13]3)=[CH:9][CH:8]=2)[CH:2]=1.[NH:17]1[C:25]2[C:20](=[CH:21][C:22]([CH:26]=O)=[CH:23][CH:24]=2)[CH:19]=[N:18]1, predict the reaction product. The product is: [NH:17]1[C:25]2[C:20](=[CH:21][C:22](/[CH:26]=[C:11]3/[C:12](=[O:16])[NH:13][C:14]4[C:10]/3=[CH:9][CH:8]=[C:7]([C:3]3[CH:2]=[N:1][CH:6]=[CH:5][CH:4]=3)[CH:15]=4)=[CH:23][CH:24]=2)[CH:19]=[N:18]1.